From a dataset of Full USPTO retrosynthesis dataset with 1.9M reactions from patents (1976-2016). Predict the reactants needed to synthesize the given product. (1) Given the product [CH2:1]([O:3][C:4]([C:6]1[C:15]2[CH:14]([N:16]([CH:18]3[CH2:19][CH2:20]3)[CH3:17])[CH2:13][CH2:12][C:11]([CH3:22])([CH3:21])[C:10]=2[CH:9]=[C:8]([C:23]#[C:24][C:25]2[CH:26]=[CH:27][C:28]([CH2:31][C:32]([OH:34])=[O:33])=[CH:29][CH:30]=2)[CH:7]=1)=[O:5])[CH3:2], predict the reactants needed to synthesize it. The reactants are: [CH2:1]([O:3][C:4]([C:6]1[C:15]2[CH:14]([N:16]([CH:18]3[CH2:20][CH2:19]3)[CH3:17])[CH2:13][CH2:12][C:11]([CH3:22])([CH3:21])[C:10]=2[CH:9]=[C:8]([C:23]#[C:24][C:25]2[CH:30]=[CH:29][C:28]([CH2:31][C:32]([O:34]C)=[O:33])=[CH:27][CH:26]=2)[CH:7]=1)=[O:5])[CH3:2].[OH-].[Li+]. (2) The reactants are: Cl.Cl.[N:3]1([CH:9]2[CH2:14][CH2:13][N:12]([CH2:15][C:16]3[C:17]([C:43]4[CH:48]=[CH:47][CH:46]=[CH:45][CH:44]=4)=[N:18][C:19]4[C:24]([C:25]=3[C:26](=[O:37])[NH:27][C@H:28]([C:31]3[CH:36]=[CH:35][CH:34]=[CH:33][CH:32]=3)[CH2:29][CH3:30])=[CH:23][CH:22]=[C:21]([O:38][CH2:39][C:40](O)=[O:41])[CH:20]=4)[CH2:11][CH2:10]2)[CH2:8][CH2:7][CH2:6][CH2:5][CH2:4]1.Cl. Given the product [C:31]1([C@@H:28]([NH:27][C:26]([C:25]2[C:24]3[C:19](=[CH:20][C:21]([O:38][CH2:39][CH2:40][OH:41])=[CH:22][CH:23]=3)[N:18]=[C:17]([C:43]3[CH:44]=[CH:45][CH:46]=[CH:47][CH:48]=3)[C:16]=2[CH2:15][N:12]2[CH2:11][CH2:10][CH:9]([N:3]3[CH2:4][CH2:5][CH2:6][CH2:7][CH2:8]3)[CH2:14][CH2:13]2)=[O:37])[CH2:29][CH3:30])[CH:32]=[CH:33][CH:34]=[CH:35][CH:36]=1, predict the reactants needed to synthesize it. (3) Given the product [C:1]1([S:11]([N:14]2[CH2:19][CH2:18][N:17]([C:20]([N:39]3[CH2:40][CH2:41][CH2:32][CH2:43][CH2:42]3)=[O:21])[CH2:16][CH2:15]2)(=[O:13])=[O:12])[C:10]2[C:5](=[CH:6][CH:7]=[CH:8][CH:9]=2)[CH:4]=[CH:3][CH:2]=1, predict the reactants needed to synthesize it. The reactants are: [C:1]1([S:11]([N:14]2[CH2:19][CH2:18][N:17]([C:20](OC3C=CC([N+]([O-])=O)=CC=3)=[O:21])[CH2:16][CH2:15]2)(=[O:13])=[O:12])[C:10]2[C:5](=[CH:6][CH:7]=[CH:8][CH:9]=2)[CH:4]=[CH:3][CH:2]=1.[CH3:32]N(C=O)C.C([N:39]([CH2:42][CH3:43])[CH2:40][CH3:41])C. (4) Given the product [N+:1]([C:4]1[NH:8][N:7]=[C:6]([C:9]([O:11][CH2:17][CH3:18])=[O:10])[CH:5]=1)([O-:3])=[O:2], predict the reactants needed to synthesize it. The reactants are: [N+:1]([C:4]1[NH:8][N:7]=[C:6]([C:9]([OH:11])=[O:10])[CH:5]=1)([O-:3])=[O:2].CS(O)(=O)=O.[CH2:17](O)[CH3:18]. (5) The reactants are: [CH2:1]([O:8][C:9]1[CH:10]=[C:11]2[C:15](=[CH:16][CH:17]=1)[NH:14][C:13]([C:18]([N:20]1[CH2:25][CH2:24][N:23]([C:26]3[CH:31]=[CH:30][CH:29]=[CH:28][C:27]=3[C:32]([CH3:35])([CH3:34])[CH3:33])[CH2:22][CH2:21]1)=[O:19])=[CH:12]2)[C:2]1[CH:7]=[CH:6][CH:5]=[CH:4][CH:3]=1.IC.[H-].[Na+].[CH3:40]N(C)C=O. Given the product [CH2:1]([O:8][C:9]1[CH:10]=[C:11]2[C:15](=[CH:16][CH:17]=1)[N:14]([CH3:40])[C:13]([C:18]([N:20]1[CH2:25][CH2:24][N:23]([C:26]3[CH:31]=[CH:30][CH:29]=[CH:28][C:27]=3[C:32]([CH3:35])([CH3:34])[CH3:33])[CH2:22][CH2:21]1)=[O:19])=[CH:12]2)[C:2]1[CH:3]=[CH:4][CH:5]=[CH:6][CH:7]=1, predict the reactants needed to synthesize it. (6) The reactants are: [OH:1][C:2]1[CH:9]=[CH:8][C:5]([C:6]#[N:7])=[CH:4][C:3]=1[C:10]([F:13])([F:12])[F:11].[C:14]1(P(C2C=CC=CC=2)C2C=CC=CC=2)[CH:19]=CC=C[CH:15]=1.C1C=CC(COC(/N=N/C(OCC2C=CC=CC=2)=O)=O)=CC=1.CC(O)C.C(O)(C(F)(F)F)=O.[OH-].[Na+]. Given the product [CH:14]([O:1][C:2]1[CH:9]=[CH:8][C:5]([C:6]#[N:7])=[CH:4][C:3]=1[C:10]([F:11])([F:12])[F:13])([CH3:19])[CH3:15], predict the reactants needed to synthesize it. (7) Given the product [Br:1][C:2]1[CH:11]=[CH:10][C:5]([C:6]([O:8][CH3:9])=[O:7])=[CH:4][C:3]=1[O:12][CH2:16][CH:13]1[CH2:15][CH2:14]1, predict the reactants needed to synthesize it. The reactants are: [Br:1][C:2]1[CH:11]=[CH:10][C:5]([C:6]([O:8][CH3:9])=[O:7])=[CH:4][C:3]=1[OH:12].[CH:13]1([CH2:16]O)[CH2:15][CH2:14]1.